Dataset: Catalyst prediction with 721,799 reactions and 888 catalyst types from USPTO. Task: Predict which catalyst facilitates the given reaction. Reactant: [NH2:1][C:2]1[C:7]([N+:8]([O-:10])=[O:9])=[C:6](Cl)[C:5]([Cl:12])=[CH:4][N:3]=1.[CH2:13]([N:17]1[CH2:22][CH2:21][NH:20][CH2:19][CH2:18]1)[CH:14]([CH3:16])[CH3:15].C(N(C(C)C)CC)(C)C. Product: [Cl:12][C:5]1[C:6]([N:20]2[CH2:21][CH2:22][N:17]([CH2:13][CH:14]([CH3:16])[CH3:15])[CH2:18][CH2:19]2)=[C:7]([N+:8]([O-:10])=[O:9])[C:2]([NH2:1])=[N:3][CH:4]=1. The catalyst class is: 32.